This data is from Full USPTO retrosynthesis dataset with 1.9M reactions from patents (1976-2016). The task is: Predict the reactants needed to synthesize the given product. (1) Given the product [ClH:24].[NH2:7][C:8]1[CH:17]=[CH:16][CH:15]=[C:14]2[C:9]=1[CH2:10][CH2:11][N:12]([CH2:19][CH:20]1[CH2:21][CH2:22]1)[C:13]2=[O:18], predict the reactants needed to synthesize it. The reactants are: C(OC(=O)[NH:7][C:8]1[CH:17]=[CH:16][CH:15]=[C:14]2[C:9]=1[CH2:10][CH2:11][N:12]([CH2:19][CH:20]1[CH2:22][CH2:21]1)[C:13]2=[O:18])(C)(C)C.[ClH:24]. (2) Given the product [C:1]1([S:7]([C@@H:24]2[O:25][CH:20]([CH2:19][O:18][C:17]3[CH:16]=[CH:15][C:14]([F:13])=[CH:29][CH:28]=3)[CH2:21][CH2:22][CH2:23]2)(=[O:9])=[O:8])[CH:6]=[CH:5][CH:4]=[CH:3][CH:2]=1, predict the reactants needed to synthesize it. The reactants are: [C:1]1([S:7]([OH:9])=[O:8])[CH:6]=[CH:5][CH:4]=[CH:3][CH:2]=1.[Cl-].[Ca+2].[Cl-].[F:13][C:14]1[CH:29]=[CH:28][C:17]([O:18][CH2:19][C@H:20]2[O:25][CH:24](OC)[CH2:23][CH2:22][CH2:21]2)=[CH:16][CH:15]=1. (3) Given the product [OH:18][CH2:17][C:16]1[CH:22]=[CH:23][C:24]([CH2:26][OH:27])=[CH:25][C:15]=1[C:9]1[CH:10]=[C:11]([CH3:14])[CH:12]=[CH:13][C:8]=1[CH3:7], predict the reactants needed to synthesize it. The reactants are: [H-].[H-].[H-].[H-].[Li+].[Al+3].[CH3:7][C:8]1[CH:13]=[CH:12][C:11]([CH3:14])=[CH:10][C:9]=1[C:15]1[CH:25]=[C:24]([C:26](OCC)=[O:27])[CH:23]=[CH:22][C:16]=1[C:17](OCC)=[O:18].S(=O)(=O)(O)O. (4) Given the product [Cl:15][C:7]1[S:8][C:4]2[C:3]([Cl:12])=[C:2]([Cl:1])[CH:11]=[CH:10][C:5]=2[N:6]=1, predict the reactants needed to synthesize it. The reactants are: [Cl:1][C:2]1[CH:11]=[CH:10][C:5]2[N:6]=[C:7](S)[S:8][C:4]=2[C:3]=1[Cl:12].S(Cl)([Cl:15])=O.